Dataset: Forward reaction prediction with 1.9M reactions from USPTO patents (1976-2016). Task: Predict the product of the given reaction. (1) Given the reactants [F:1][CH2:2][C@H:3]([N:7]1[C:15]2[C:10](=[N:11][C:12]([C:17]3[C:18]([NH:26][CH3:27])=[N:19][C:20]([CH:23]([CH3:25])[CH3:24])=[CH:21][CH:22]=3)=[C:13]([CH3:16])[CH:14]=2)[C:9]([CH3:28])=[CH:8]1)[CH2:4][O:5][CH3:6].F[CH2:30]C(N1C2C(=NC(C3C(OS(C(F)(F)F)(=O)=O)=NC(C(C)C)=CC=3)=C(C)C=2)C(C)=C1)COC.C(N)C, predict the reaction product. The product is: [CH2:27]([NH:26][C:18]1[C:17]([C:12]2[N:11]=[C:10]3[C:9]([CH3:28])=[CH:8][N:7]([C@@H:3]([CH2:2][F:1])[CH2:4][O:5][CH3:6])[C:15]3=[CH:14][C:13]=2[CH3:16])=[CH:22][CH:21]=[C:20]([CH:23]([CH3:25])[CH3:24])[N:19]=1)[CH3:30]. (2) Given the reactants [C:1]([NH:8][C@@H:9]([C:17](O)=O)[CH2:10][C:11]1[CH:16]=[CH:15][CH:14]=[CH:13][CH:12]=1)([O:3]C(C)(C)C)=O.CC[Al](Cl)[CH2:23][CH3:24].[CH:26]1[CH:27]=[CH:28]C2N(O)N=N[C:30]=2[CH:31]=1.[CH3:36][O:37][C:38]1[CH:43]=[CH:42][CH:41]=[CH:40][C:39]=1[CH:44]1[CH2:49][CH2:48][NH:47][CH2:46][CH2:45]1.C[N+]1([O-])CCOCC1, predict the reaction product. The product is: [CH2:10]([C@@H:9]([NH:8][C:1]([C:23]1([CH3:24])[CH2:28][CH2:27][CH2:26][CH2:31][CH2:30]1)=[O:3])[CH2:17][N:47]1[CH2:48][CH2:49][CH:44]([C:39]2[CH:40]=[CH:41][CH:42]=[CH:43][C:38]=2[O:37][CH3:36])[CH2:45][CH2:46]1)[C:11]1[CH:12]=[CH:13][CH:14]=[CH:15][CH:16]=1. (3) Given the reactants [C:1]([O:5][C:6]([N:8]1[CH2:13][CH2:12][CH:11]([NH:14][C:15]2[CH:20]=[CH:19][CH:18]=[CH:17][C:16]=2[Br:21])[CH2:10][CH2:9]1)=[O:7])([CH3:4])([CH3:3])[CH3:2].[H-].[Na+].[CH3:24]I, predict the reaction product. The product is: [C:1]([O:5][C:6]([N:8]1[CH2:13][CH2:12][CH:11]([N:14]([C:15]2[CH:20]=[CH:19][CH:18]=[CH:17][C:16]=2[Br:21])[CH3:24])[CH2:10][CH2:9]1)=[O:7])([CH3:4])([CH3:2])[CH3:3].